Dataset: Forward reaction prediction with 1.9M reactions from USPTO patents (1976-2016). Task: Predict the product of the given reaction. (1) The product is: [Br:1][C:2]1[CH:3]=[C:4]([CH3:15])[C:5]([C:8]2[CH2:13][CH2:12][O:11][CH2:10][CH:9]=2)=[N:6][CH:7]=1. Given the reactants [Br:1][C:2]1[CH:3]=[C:4]([CH3:15])[C:5]([C:8]2(O)[CH2:13][CH2:12][O:11][CH2:10][CH2:9]2)=[N:6][CH:7]=1.C(N(CC)CC)C.Cl.CN(C)C.S(Cl)(C)(=O)=O, predict the reaction product. (2) Given the reactants [N:1]1[CH:6]=[CH:5][C:4]([C:7]2[CH:13]=[CH:12][C:10]([NH2:11])=[CH:9][CH:8]=2)=[CH:3][CH:2]=1.[CH2:14]([C:21]1[CH:26]=[C:25]([CH3:27])[N:24]=[C:23](Cl)[N:22]=1)[C:15]1[CH:20]=[CH:19][CH:18]=[CH:17][CH:16]=1, predict the reaction product. The product is: [CH2:14]([C:21]1[CH:26]=[C:25]([CH3:27])[N:24]=[C:23]([NH:11][C:10]2[CH:12]=[CH:13][C:7]([C:4]3[CH:5]=[CH:6][N:1]=[CH:2][CH:3]=3)=[CH:8][CH:9]=2)[N:22]=1)[C:15]1[CH:16]=[CH:17][CH:18]=[CH:19][CH:20]=1.